Dataset: Catalyst prediction with 721,799 reactions and 888 catalyst types from USPTO. Task: Predict which catalyst facilitates the given reaction. (1) Reactant: C(N(CC)CC)C.C([NH:11][CH:12]([CH:16]1[CH2:21][CH2:20][CH2:19][CH2:18][CH2:17]1)[C:13]([OH:15])=[O:14])(=O)C. Product: [NH2:11][CH:12]([C:16]1[CH:21]=[CH:20][CH:19]=[CH:18][CH:17]=1)[C:13]([OH:15])=[O:14]. The catalyst class is: 13. (2) Reactant: [CH3:1][C:2]([CH3:10])([C:5](=O)[CH2:6][C:7]#[N:8])[C:3]#[N:4].[NH:11]([C:13]1[CH:14]=[C:15]([OH:19])[CH:16]=[CH:17][CH:18]=1)[NH2:12].Cl. Product: [NH2:8][C:7]1[N:11]([C:13]2[CH:18]=[CH:17][CH:16]=[C:15]([OH:19])[CH:14]=2)[N:12]=[C:5]([C:2]([CH3:10])([CH3:1])[C:3]#[N:4])[CH:6]=1. The catalyst class is: 14. (3) Reactant: [F:1][C:2]1[CH:7]=[C:6]([N+:8]([O-:10])=[O:9])[CH:5]=[CH:4][C:3]=1[N:11]1[CH2:16][CH2:15][N:14]([CH:17]([C:21]2[CH:26]=[CH:25][CH:24]=[CH:23][CH:22]=2)[C:18](O)=[O:19])[CH2:13][CH2:12]1.C(N(CC)CC)C.Cl.[CH3:35][O:36][C:37](=[O:42])[C@@H:38]([NH2:41])[CH2:39][OH:40].CN(C(ON1N=NC2C=CC=NC1=2)=[N+](C)C)C.F[P-](F)(F)(F)(F)F.C([O-])(O)=O.[Na+]. Product: [CH3:35][O:36][C:37](=[O:42])[CH:38]([NH:41][C:18](=[O:19])[CH:17]([N:14]1[CH2:15][CH2:16][N:11]([C:3]2[CH:4]=[CH:5][C:6]([N+:8]([O-:10])=[O:9])=[CH:7][C:2]=2[F:1])[CH2:12][CH2:13]1)[C:21]1[CH:26]=[CH:25][CH:24]=[CH:23][CH:22]=1)[CH2:39][OH:40]. The catalyst class is: 39. (4) Reactant: Br[CH:2]([C:14]1[CH:19]=[CH:18][CH:17]=[CH:16][CH:15]=1)[C:3]([C:5]1[C:13]2[C:8](=[CH:9][CH:10]=[CH:11][CH:12]=2)[NH:7][CH:6]=1)=[O:4].[CH3:20][O:21][C:22]1[CH:27]=[C:26]([O:28][CH3:29])[N:25]=[C:24]([NH2:30])[N:23]=1. Product: [CH3:20][O:21][C:22]1[CH:27]=[C:26]([O:28][CH3:29])[N:25]=[C:24]([NH:30][CH:2]([C:14]2[CH:19]=[CH:18][CH:17]=[CH:16][CH:15]=2)[C:3]([C:5]2[C:13]3[C:8](=[CH:9][CH:10]=[CH:11][CH:12]=3)[NH:7][CH:6]=2)=[O:4])[N:23]=1. The catalyst class is: 10. (5) Reactant: [CH3:1][O:2][C:3](=[O:30])[C:4]1[CH:9]=[CH:8][C:7]([CH3:10])=[C:6]([N:11]2[C:16](=[O:17])[C:15]([Cl:18])=[C:14]([O:19]CC3C=CC(OC)=CC=3)[N:13]=[C:12]2[CH3:29])[CH:5]=1.Cl[CH2:32][C:33]1[CH:38]=[CH:37][CH:36]=[C:35]([C:39]([F:42])([F:41])[F:40])[N:34]=1.C(=O)([O-])[O-].[K+].[K+].C1OCCOCCOCCOCCOCCOC1. Product: [CH3:1][O:2][C:3](=[O:30])[C:4]1[CH:9]=[CH:8][C:7]([CH3:10])=[C:6]([N:11]2[C:16](=[O:17])[C:15]([Cl:18])=[C:14]([O:19][CH2:32][C:33]3[CH:38]=[CH:37][CH:36]=[C:35]([C:39]([F:42])([F:41])[F:40])[N:34]=3)[N:13]=[C:12]2[CH3:29])[CH:5]=1. The catalyst class is: 9. (6) Reactant: [F:1][C:2]([F:13])([F:12])[S:3][C:4]1[CH:11]=[CH:10][C:7]([CH2:8][NH2:9])=[CH:6][CH:5]=1.[C:14](Cl)(=[O:21])[C:15]1[CH:20]=[CH:19][CH:18]=[CH:17][CH:16]=1.C(=O)(O)[O-].[Na+]. Product: [F:13][C:2]([F:12])([F:1])[S:3][C:4]1[CH:11]=[CH:10][C:7]([CH2:8][NH:9][C:14](=[O:21])[C:15]2[CH:20]=[CH:19][CH:18]=[CH:17][CH:16]=2)=[CH:6][CH:5]=1. The catalyst class is: 124. (7) Reactant: C(OC([NH:8][C:9]1([C:12]([O:14][CH3:15])=[O:13])[CH2:11][CH2:10]1)=O)(C)(C)C.[ClH:16]. Product: [ClH:16].[NH2:8][C:9]1([C:12]([O:14][CH3:15])=[O:13])[CH2:11][CH2:10]1. The catalyst class is: 12. (8) Reactant: [CH:1]1([N:5]2[C:9]3=[N:10][CH:11]=[C:12]([C:14]([F:17])([F:16])[F:15])[CH:13]=[C:8]3[N:7]=[C:6]2[NH2:18])[CH2:4][CH2:3][CH2:2]1.C(N(C(C)C)CC)(C)C.[F:28][C:29]1[CH:34]=[CH:33][C:32]([CH2:35][C:36](Cl)=[O:37])=[CH:31][CH:30]=1. Product: [CH:1]1([N:5]2[C:9]3=[N:10][CH:11]=[C:12]([C:14]([F:16])([F:17])[F:15])[CH:13]=[C:8]3[N:7]=[C:6]2[NH:18][C:36](=[O:37])[CH2:35][C:32]2[CH:33]=[CH:34][C:29]([F:28])=[CH:30][CH:31]=2)[CH2:2][CH2:3][CH2:4]1. The catalyst class is: 4. (9) Reactant: [Cl:1][C:2]1[CH:3]=[C:4]([CH:18]=[CH:19][C:20]=1[Cl:21])[CH2:5][CH:6]([C:12](=O)[C:13]([F:16])([F:15])[F:14])[C:7]([O:9]CC)=O.Cl.[OH:23][CH2:24][C:25](=[NH:27])[NH2:26].C(N(CC)C(C)C)(C)C. Product: [Cl:1][C:2]1[CH:3]=[C:4]([CH:18]=[CH:19][C:20]=1[Cl:21])[CH2:5][C:6]1[C:7](=[O:9])[NH:27][C:25]([CH2:24][OH:23])=[N:26][C:12]=1[C:13]([F:14])([F:15])[F:16]. The catalyst class is: 3. (10) The catalyst class is: 55. Reactant: C([O:5][C:6]([C@H:8]1[CH2:12][CH2:11][CH2:10][N:9]1[C:13](=[O:40])[CH2:14][O:15][C:16]1[CH:21]=[CH:20][C:19]([O:22][CH2:23][C:24]([N:26]2[CH2:30][CH2:29][CH2:28][C@@H:27]2[C:31]([O:33]C(C)(C)C)=[O:32])=[O:25])=[CH:18][C:17]=1[O:38][CH3:39])=[O:7])(C)(C)C. Product: [C:31]([C@H:27]1[CH2:28][CH2:29][CH2:30][N:26]1[C:24](=[O:25])[CH2:23][O:22][C:19]1[CH:20]=[CH:21][C:16]([O:15][CH2:14][C:13]([N:9]2[CH2:10][CH2:11][CH2:12][C@@H:8]2[C:6]([OH:7])=[O:5])=[O:40])=[C:17]([O:38][CH3:39])[CH:18]=1)([OH:33])=[O:32].